Dataset: Forward reaction prediction with 1.9M reactions from USPTO patents (1976-2016). Task: Predict the product of the given reaction. (1) Given the reactants [C:1]([C:5]1[CH:10]=[CH:9][C:8]([C:11]2[C:19]3[C:14](=[CH:15][CH:16]=[CH:17][CH:18]=3)[N:13]([CH2:20][C:21]3[CH:22]=[C:23]([C:28]4[CH:33]=[CH:32][C:31]([OH:34])=[CH:30][CH:29]=4)[CH:24]=[CH:25][C:26]=3[CH3:27])[C:12]=2[C:35]([O:37]CC)=[O:36])=[CH:7][CH:6]=1)([CH3:4])([CH3:3])[CH3:2].CI.[C:42]([O-])([O-])=O.[K+].[K+].CN(C=O)C, predict the reaction product. The product is: [CH3:3][C:1]([C:5]1[CH:10]=[CH:9][C:8]([C:11]2[C:19]3[C:14](=[CH:15][CH:16]=[CH:17][CH:18]=3)[N:13]([CH2:20][C:21]3[CH:22]=[C:23]([C:28]4[CH:33]=[CH:32][C:31]([O:34][CH3:42])=[CH:30][CH:29]=4)[CH:24]=[CH:25][C:26]=3[CH3:27])[C:12]=2[C:35]([OH:37])=[O:36])=[CH:7][CH:6]=1)([CH3:4])[CH3:2]. (2) Given the reactants Br[C:2]1[CH:8]=[CH:7][C:5]([NH2:6])=[C:4]([F:9])[CH:3]=1.[CH2:10]([O:13][C:14]1[CH:15]=[C:16](B(O)O)[CH:17]=[CH:18][CH:19]=1)[CH2:11][CH3:12], predict the reaction product. The product is: [F:9][C:4]1[CH:3]=[C:2]([C:18]2[CH:17]=[CH:16][CH:15]=[C:14]([O:13][CH2:10][CH2:11][CH3:12])[CH:19]=2)[CH:8]=[CH:7][C:5]=1[NH2:6]. (3) The product is: [Br:1][CH:56]([C:22]1[CH:23]=[CH:24][C:25]([O:30][CH2:28][CH2:31][CH2:32][Br:2])=[CH:26][CH:27]=1)[C:55](=[O:76])[CH3:52]. Given the reactants [Br-:1].[Br-:2].[Br-].C(CC[P+]([C:22]1[CH:27]=[CH:26][CH:25]=[CH:24][CH:23]=1)(C1C=CC=CC=1)C1C=CC=CC=1)(O)=O.[C:28]([CH2:31][CH2:32][P+](C1C=CC=CC=1)(C1C=CC=CC=1)C1C=CC=CC=1)([OH:30])=O.[C:52]([CH2:55][CH2:56][P+](C1C=CC=CC=1)(C1C=CC=CC=1)C1C=CC=CC=1)(O)=O.[O:76]1CCCC1, predict the reaction product. (4) Given the reactants [OH:1][C:2]1[CH:30]=[CH:29][C:5]2[C:6](=[O:28])/[C:7](=[CH:9]/[C:10]3[C:18]4[C:13](=[CH:14][CH:15]=[C:16]([O:19][CH2:20][CH2:21][N:22]5[CH2:27][CH2:26][O:25][CH2:24][CH2:23]5)[CH:17]=4)[NH:12][CH:11]=3)/[O:8][C:4]=2[C:3]=1[CH2:31][N:32]1[CH2:37][CH2:36][N:35](C(OC(C)(C)C)=O)[CH2:34][CH2:33]1.[ClH:45], predict the reaction product. The product is: [ClH:45].[ClH:45].[OH:1][C:2]1[CH:30]=[CH:29][C:5]2[C:6](=[O:28])/[C:7](=[CH:9]/[C:10]3[C:18]4[C:13](=[CH:14][CH:15]=[C:16]([O:19][CH2:20][CH2:21][N:22]5[CH2:23][CH2:24][O:25][CH2:26][CH2:27]5)[CH:17]=4)[NH:12][CH:11]=3)/[O:8][C:4]=2[C:3]=1[CH2:31][N:32]1[CH2:33][CH2:34][NH:35][CH2:36][CH2:37]1. (5) Given the reactants [CH3:1][O:2][C:3]1[CH:4]=[C:5]([CH2:13][CH2:14][C:15](Cl)=[O:16])[CH:6]=[CH:7][C:8]=1[O:9][CH2:10][C:11]#[CH:12].Cl.[CH:19]1[C:28]2[CH2:27][CH2:26][CH2:25][CH2:24][C:23]=2[CH:22]=[CH:21][C:20]=1[CH2:29][NH2:30], predict the reaction product. The product is: [CH:19]1[C:28]2[CH2:27][CH2:26][CH2:25][CH2:24][C:23]=2[CH:22]=[CH:21][C:20]=1[CH2:29][NH:30][C:15](=[O:16])[CH2:14][CH2:13][C:5]1[CH:6]=[CH:7][C:8]([O:9][CH2:10][C:11]#[CH:12])=[C:3]([O:2][CH3:1])[CH:4]=1.